Dataset: Forward reaction prediction with 1.9M reactions from USPTO patents (1976-2016). Task: Predict the product of the given reaction. (1) Given the reactants [CH3:1][O:2][C:3](=[O:22])[CH2:4][S:5]([NH:8][C:9]1[CH:17]=[C:16]([C:18]([O:20][CH3:21])=[O:19])[CH:15]=[C:14]2[C:10]=1[CH:11]=[CH:12][NH:13]2)(=[O:7])=[O:6].[C:23](=O)([O-])[O-].[K+].[K+].IC, predict the reaction product. The product is: [CH3:23][N:8]([S:5]([CH2:4][C:3]([O:2][CH3:1])=[O:22])(=[O:7])=[O:6])[C:9]1[CH:17]=[C:16]([C:18]([O:20][CH3:21])=[O:19])[CH:15]=[C:14]2[C:10]=1[CH:11]=[CH:12][NH:13]2. (2) Given the reactants [F:1][C:2]1[CH:9]=[C:8](F)[CH:7]=[C:6]([F:11])[C:3]=1[C:4]#[N:5].[C:12]([O:16][C:17](=[O:20])[NH:18][NH2:19])([CH3:15])([CH3:14])[CH3:13].CCN(C(C)C)C(C)C, predict the reaction product. The product is: [C:4]([C:3]1[C:2]([F:1])=[CH:9][C:8]([NH:19][NH:18][C:17]([O:16][C:12]([CH3:15])([CH3:14])[CH3:13])=[O:20])=[CH:7][C:6]=1[F:11])#[N:5].